This data is from Full USPTO retrosynthesis dataset with 1.9M reactions from patents (1976-2016). The task is: Predict the reactants needed to synthesize the given product. (1) Given the product [CH3:41][C:37]1([CH3:42])[CH2:36][CH2:35][C:34]([CH3:43])([CH3:44])[C:33]2[CH:32]=[C:31]([C:29]3[N:30]=[C:26]([N:23]4[CH2:24][CH2:25][CH:20]([NH:19][CH:11]([CH2:12][CH2:13][CH2:14][OH:15])[CH2:10][OH:9])[CH2:21][CH2:22]4)[S:27][CH:28]=3)[CH:40]=[CH:39][C:38]1=2, predict the reactants needed to synthesize it. The reactants are: [H-].[Al+3].[Li+].[H-].[H-].[H-].C([O:9][C:10](=O)[CH:11]([NH:19][CH:20]1[CH2:25][CH2:24][N:23]([C:26]2[S:27][CH:28]=[C:29]([C:31]3[CH:40]=[CH:39][C:38]4[C:37]([CH3:42])([CH3:41])[CH2:36][CH2:35][C:34]([CH3:44])([CH3:43])[C:33]=4[CH:32]=3)[N:30]=2)[CH2:22][CH2:21]1)[CH2:12][CH2:13][C:14](OCC)=[O:15])C.O. (2) Given the product [CH3:15][C:16]1([CH3:23])[O:20][C@@H:19]([CH2:21][N:7]2[CH2:6][CH2:5][N:4]([C:8]([O:10][C:11]([CH3:13])([CH3:12])[CH3:14])=[O:9])[CH2:3][C@H:2]2[CH3:1])[CH2:18][O:17]1, predict the reactants needed to synthesize it. The reactants are: [CH3:1][C@H:2]1[NH:7][CH2:6][CH2:5][N:4]([C:8]([O:10][C:11]([CH3:14])([CH3:13])[CH3:12])=[O:9])[CH2:3]1.[CH3:15][C:16]1([CH3:23])[O:20][C@@H:19]([CH:21]=O)[CH2:18][O:17]1.C=O. (3) Given the product [CH2:1]([O:3][C:4](=[O:18])[C:5]1[CH:14]=[C:13]([N+:15]([O-:17])=[O:16])[CH:12]=[C:7]([C:8]2[N:10]([CH3:11])[N:36]=[N:35][N:34]=2)[CH:6]=1)[CH3:2], predict the reactants needed to synthesize it. The reactants are: [CH2:1]([O:3][C:4](=[O:18])[C:5]1[CH:14]=[C:13]([N+:15]([O-:17])=[O:16])[CH:12]=[C:7]([C:8]([NH:10][CH3:11])=O)[CH:6]=1)[CH3:2].S(OS(C(F)(F)F)(=O)=O)(C(F)(F)F)(=O)=O.[N-:34]=[N+:35]=[N-:36].[Na+].C([O-])(O)=O.[Na+]. (4) Given the product [Br:1][C:2]1[CH:7]=[C:6]([N:27]2[C:31]3=[N:32][CH:33]=[CH:34][CH:35]=[C:30]3[C:29]([C:36]([O:38][CH3:39])=[O:37])=[N:28]2)[CH:5]=[C:4]([CH:17]([O:19][Si:20]([C:23]([CH3:24])([CH3:25])[CH3:26])([CH3:21])[CH3:22])[CH3:18])[CH:3]=1, predict the reactants needed to synthesize it. The reactants are: [Br:1][C:2]1[CH:3]=[C:4]([CH:17]([O:19][Si:20]([C:23]([CH3:26])([CH3:25])[CH3:24])([CH3:22])[CH3:21])[CH3:18])[CH:5]=[C:6](B2OC(C)(C)C(C)(C)O2)[CH:7]=1.[NH:27]1[C:31]2=[N:32][CH:33]=[CH:34][CH:35]=[C:30]2[C:29]([C:36]([O:38][CH3:39])=[O:37])=[N:28]1. (5) Given the product [CH3:16][N:17]1[CH2:22][CH2:21][N:20]([C:2]2[CH:11]=[C:10]([C:12]([F:15])([F:14])[F:13])[C:5]([C:6]([NH:36][CH2:35][CH2:34][C:33]3[CH:37]=[CH:38][C:30]([O:23][C:24]4[CH:29]=[CH:28][CH:27]=[CH:26][CH:25]=4)=[CH:31][CH:32]=3)=[O:8])=[CH:4][N:3]=2)[CH2:19][CH2:18]1, predict the reactants needed to synthesize it. The reactants are: Cl[C:2]1[CH:11]=[C:10]([C:12]([F:15])([F:14])[F:13])[C:5]([C:6]([O:8]C)=O)=[CH:4][N:3]=1.[CH3:16][N:17]1[CH2:22][CH2:21][NH:20][CH2:19][CH2:18]1.[O:23]([C:30]1[CH:38]=[CH:37][C:33]([CH2:34][CH2:35][NH2:36])=[CH:32][CH:31]=1)[C:24]1[CH:29]=[CH:28][CH:27]=[CH:26][CH:25]=1.